From a dataset of Forward reaction prediction with 1.9M reactions from USPTO patents (1976-2016). Predict the product of the given reaction. (1) Given the reactants [CH2:1]([O:3][C:4]1[CH2:13][C:12]2[C:11]([NH2:14])=[CH:10][CH:9]=[CH:8][C:7]=2[CH2:6][CH:5]=1)[CH3:2].[C:15](=[S:30])(OC1C=CC=CN=1)OC1C=CC=CN=1, predict the reaction product. The product is: [CH2:1]([O:3][C:4]1[CH2:13][C:12]2[C:7]([CH2:6][CH:5]=1)=[CH:8][CH:9]=[CH:10][C:11]=2[N:14]=[C:15]=[S:30])[CH3:2]. (2) Given the reactants [CH3:1][C:2]1[CH:7]=[CH:6][C:5]([S:8][C:9]2[CH:14]=[CH:13][CH:12]=[CH:11][C:10]=2/[CH:15]=[CH:16]/[C:17]([OH:19])=O)=[CH:4][CH:3]=1.[NH2:20][CH:21]1[CH2:26][CH2:25][CH:24]([OH:27])[CH2:23][CH2:22]1, predict the reaction product. The product is: [OH:27][CH:24]1[CH2:25][CH2:26][CH:21]([NH:20][C:17](=[O:19])/[CH:16]=[CH:15]/[C:10]2[CH:11]=[CH:12][CH:13]=[CH:14][C:9]=2[S:8][C:5]2[CH:4]=[CH:3][C:2]([CH3:1])=[CH:7][CH:6]=2)[CH2:22][CH2:23]1. (3) The product is: [CH:17]1([C:2]2[N:7]=[C:6]([NH:8][CH2:9][C:10]([F:13])([F:12])[F:11])[C:5]([N+:14]([O-:16])=[O:15])=[CH:4][CH:3]=2)[CH2:19][CH2:18]1. Given the reactants Cl[C:2]1[N:7]=[C:6]([NH:8][CH2:9][C:10]([F:13])([F:12])[F:11])[C:5]([N+:14]([O-:16])=[O:15])=[CH:4][CH:3]=1.[CH:17]1(B(O)O)[CH2:19][CH2:18]1.P([O-])([O-])([O-])=O.[K+].[K+].[K+].COC1C=CC=C(OC)C=1C1C=CC=CC=1P(C1CCCCC1)C1CCCCC1, predict the reaction product. (4) Given the reactants C(OC([NH:11][CH2:12][CH2:13][C:14]1[CH:19]=[CH:18][C:17]([C:20]2[CH:25]=[CH:24][C:23]([C:26]([O:28][CH3:29])=[O:27])=[CH:22][C:21]=2[CH3:30])=[CH:16][CH:15]=1)=O)C1C=CC=CC=1.C([O-])=O.[NH4+], predict the reaction product. The product is: [NH2:11][CH2:12][CH2:13][C:14]1[CH:15]=[CH:16][C:17]([C:20]2[CH:25]=[CH:24][C:23]([C:26]([O:28][CH3:29])=[O:27])=[CH:22][C:21]=2[CH3:30])=[CH:18][CH:19]=1. (5) The product is: [C:38]1([C:16]2[CH:15]=[C:14]([CH:11]3[CH2:12][CH2:13][NH:8][CH2:9][CH2:10]3)[CH:19]=[CH:18][C:17]=2[NH:20][C:21]([C:23]2[NH:24][CH:25]=[C:26]([C:28]#[N:29])[N:27]=2)=[O:22])[CH2:44][CH2:43][CH2:42][CH2:41][CH2:40][CH:39]=1. Given the reactants C(OC([N:8]1[CH2:13][CH2:12][CH:11]([C:14]2[CH:19]=[CH:18][C:17]([NH:20][C:21]([C:23]3[N:24](COCC[Si](C)(C)C)[CH:25]=[C:26]([C:28]#[N:29])[N:27]=3)=[O:22])=[C:16]([C:38]3[CH2:44][CH2:43][CH2:42][CH2:41][CH2:40][CH:39]=3)[CH:15]=2)[CH2:10][CH2:9]1)=O)(C)(C)C.CO.C(O)(C(F)(F)F)=O, predict the reaction product. (6) Given the reactants [CH3:1][C:2]1[CH:11]=[CH:10][CH:9]=[C:8]2[C:3]=1[CH2:4][CH2:5][CH2:6][C@H:7]2[N:12]1[CH2:17][CH2:16][CH:15]([NH:18][C:19]2[C:20]([NH2:25])=[CH:21][CH:22]=[CH:23][CH:24]=2)[CH2:14][CH2:13]1.[C:26](N1C=CN=C1)(N1C=CN=C1)=[O:27].O, predict the reaction product. The product is: [CH3:1][C:2]1[CH:11]=[CH:10][CH:9]=[C:8]2[C:3]=1[CH2:4][CH2:5][CH2:6][C@H:7]2[N:12]1[CH2:13][CH2:14][CH:15]([N:18]2[C:19]3[CH:24]=[CH:23][CH:22]=[CH:21][C:20]=3[NH:25][C:26]2=[O:27])[CH2:16][CH2:17]1. (7) Given the reactants CCN(C(C)C)C(C)C.[CH2:10]([O:17][C:18]1[CH:33]=[CH:32][C:21]([O:22][C:23]2[CH:31]=[CH:30][C:26]([C:27](O)=[O:28])=[CH:25][CH:24]=2)=[CH:20][CH:19]=1)[C:11]1[CH:16]=[CH:15][CH:14]=[CH:13][CH:12]=1.CCN=C=NCCCN(C)C.C1C=CC2N(O)N=NC=2C=1.[NH2:55][CH2:56][C:57]([N:59]1[CH2:64][CH2:63][N:62]([C:65](=[O:76])[C:66]2[CH:71]=[CH:70][CH:69]=[CH:68][C:67]=2[C:72]([F:75])([F:74])[F:73])[CH2:61][CH2:60]1)=[O:58].C(O)(C(F)(F)F)=O, predict the reaction product. The product is: [CH2:10]([O:17][C:18]1[CH:33]=[CH:32][C:21]([O:22][C:23]2[CH:24]=[CH:25][C:26]([C:27]([NH:55][CH2:56][C:57](=[O:58])[N:59]3[CH2:60][CH2:61][N:62]([C:65](=[O:76])[C:66]4[CH:71]=[CH:70][CH:69]=[CH:68][C:67]=4[C:72]([F:75])([F:73])[F:74])[CH2:63][CH2:64]3)=[O:28])=[CH:30][CH:31]=2)=[CH:20][CH:19]=1)[C:11]1[CH:12]=[CH:13][CH:14]=[CH:15][CH:16]=1.